From a dataset of Catalyst prediction with 721,799 reactions and 888 catalyst types from USPTO. Predict which catalyst facilitates the given reaction. (1) Product: [F:65][CH2:64][CH2:63][O:62][CH2:61][CH2:60][O:59][CH2:58][CH2:57][O:38][C:34]1[CH:33]=[C:32]([C@@H:26]([NH:25][C:24]([C@@H:20]2[CH2:21][CH2:22][CH2:23][N:18]([C:16](=[O:17])[CH2:15][CH2:14][CH:11]3[CH2:10][CH2:9][N:8]([C:6]([O:5][C:1]([CH3:4])([CH3:2])[CH3:3])=[O:7])[CH2:13][CH2:12]3)[CH2:19]2)=[O:39])[CH2:27][C:28]([O:30][CH3:31])=[O:29])[CH:37]=[CH:36][CH:35]=1. The catalyst class is: 3. Reactant: [C:1]([O:5][C:6]([N:8]1[CH2:13][CH2:12][CH:11]([CH2:14][CH2:15][C:16]([N:18]2[CH2:23][CH2:22][CH2:21][C@@H:20]([C:24](=[O:39])[NH:25][C@H:26]([C:32]3[CH:37]=[CH:36][CH:35]=[C:34]([OH:38])[CH:33]=3)[CH2:27][C:28]([O:30][CH3:31])=[O:29])[CH2:19]2)=[O:17])[CH2:10][CH2:9]1)=[O:7])([CH3:4])([CH3:3])[CH3:2].C(=O)([O-])[O-].[Cs+].[Cs+].CC1C=CC(S(O[CH2:57][CH2:58][O:59][CH2:60][CH2:61][O:62][CH2:63][CH2:64][F:65])(=O)=O)=CC=1.C1(C)C=CC=CC=1. (2) Reactant: C([O:8][C:9]1[C:14]([CH2:15][N:16]2[CH2:25][CH2:24][C:23]3[C:18](=[C:19]([Cl:35])[C:20]([CH:27]([O:33][CH3:34])[CH:28]4[CH2:32][CH2:31][O:30][CH2:29]4)=[CH:21][C:22]=3[CH3:26])[C:17]2=[O:36])=[C:13]([O:37][CH3:38])[CH:12]=[C:11]([CH3:39])[N:10]=1)C1C=CC=CC=1.C(O)(C(F)(F)F)=O. Product: [Cl:35][C:19]1[C:20]([C@H:27]([O:33][CH3:34])[C@@H:28]2[CH2:32][CH2:31][O:30][CH2:29]2)=[CH:21][C:22]([CH3:26])=[C:23]2[C:18]=1[C:17](=[O:36])[N:16]([CH2:15][C:14]1[C:9](=[O:8])[NH:10][C:11]([CH3:39])=[CH:12][C:13]=1[O:37][CH3:38])[CH2:25][CH2:24]2. The catalyst class is: 4. (3) Reactant: Cl.[F:2][C:3]1([F:13])[CH2:7][NH:6][C@@H:5]([CH2:8][CH2:9][C:10]([OH:12])=[O:11])[CH2:4]1.Br[CH2:15][C:16]1[NH:21][C:20]([C:22]2[S:23][CH:24]=[CH:25][N:26]=2)=[N:19][C@@H:18]([C:27]2[CH:32]=[CH:31][C:30]([Cl:33])=[CH:29][C:28]=2[Cl:34])[C:17]=1[C:35]([O:37][CH2:38][CH3:39])=[O:36].C(=O)([O-])[O-].[K+].[K+]. Product: [Cl:34][C:28]1[CH:29]=[C:30]([Cl:33])[CH:31]=[CH:32][C:27]=1[C@@H:18]1[N:19]=[C:20]([C:22]2[S:23][CH:24]=[CH:25][N:26]=2)[NH:21][C:16]([CH2:15][N:6]2[CH2:7][C:3]([F:2])([F:13])[CH2:4][C@@H:5]2[CH2:8][CH2:9][C:10]([OH:12])=[O:11])=[C:17]1[C:35]([O:37][CH2:38][CH3:39])=[O:36]. The catalyst class is: 8. (4) Reactant: Cl[C:2]1[N:3]=[N:4][CH:5]=[C:6]([C:14]2[CH:19]=[CH:18][C:17]([F:20])=[CH:16][CH:15]=2)[C:7]=1[C:8]1[CH:13]=[CH:12][N:11]=[CH:10][CH:9]=1.O.[NH2:22][NH2:23]. Product: [F:20][C:17]1[CH:18]=[CH:19][C:14]([C:6]2[C:7]([C:8]3[CH:13]=[CH:12][N:11]=[CH:10][CH:9]=3)=[C:2]([NH:22][NH2:23])[N:3]=[N:4][CH:5]=2)=[CH:15][CH:16]=1. The catalyst class is: 17. (5) Reactant: N[C:2]1[CH:18]=[CH:17][C:5]2[CH2:6][CH2:7][N:8]([C:11](=[O:16])[C:12]([F:15])([F:14])[F:13])[CH2:9][CH2:10][C:4]=2[CH:3]=1.[OH:19]S(O)(=O)=O.N([O-])=O.[Na+]. Product: [F:13][C:12]([F:15])([F:14])[C:11]([N:8]1[CH2:9][CH2:10][C:4]2[CH:3]=[C:2]([OH:19])[CH:18]=[CH:17][C:5]=2[CH2:6][CH2:7]1)=[O:16]. The catalyst class is: 6. (6) Reactant: C(O)(C(F)(F)F)=O.[F:8][C:9]1[CH:10]=[C:11]([NH:19][C:20]([C@H:22]2[C:31]3[C:26](=[CH:27][C:28]([O:32][CH3:33])=[CH:29][CH:30]=3)[CH2:25][CH2:24][N:23]2[C:34]([C@@H:36]2[CH2:39][C@H:38]([CH2:40][C:41]([O:43]C(C)(C)C)=[O:42])[CH2:37]2)=[O:35])=[O:21])[CH:12]=[CH:13][C:14]=1[Si:15]([CH3:18])([CH3:17])[CH3:16].C(=O)([O-])O.[Na+]. Product: [F:8][C:9]1[CH:10]=[C:11]([NH:19][C:20]([C@H:22]2[C:31]3[C:26](=[CH:27][C:28]([O:32][CH3:33])=[CH:29][CH:30]=3)[CH2:25][CH2:24][N:23]2[C:34]([C@@H:36]2[CH2:39][C@H:38]([CH2:40][C:41]([OH:43])=[O:42])[CH2:37]2)=[O:35])=[O:21])[CH:12]=[CH:13][C:14]=1[Si:15]([CH3:16])([CH3:17])[CH3:18]. The catalyst class is: 192. (7) Reactant: [Br:1][C:2]1[CH:3]=[C:4]([C:7](=[O:12])C(Cl)(Cl)Cl)[NH:5][CH:6]=1.[OH-:13].[Na+]. Product: [Br:1][C:2]1[CH:3]=[C:4]([C:7]([OH:12])=[O:13])[NH:5][CH:6]=1. The catalyst class is: 1. (8) Reactant: Cl[C:2]1[N:7]=[C:6]([C:8]2[N:12]3[CH:13]=[CH:14][CH:15]=[CH:16][C:11]3=[N:10][CH:9]=2)[C:5]([Cl:17])=[CH:4][N:3]=1.[C:18]([N:21]1[CH2:26][CH2:25][N:24]([C:27]2[CH:28]=[CH:29][C:30]([NH2:35])=[C:31]([CH:34]=2)[C:32]#[N:33])[CH2:23][CH2:22]1)(=[O:20])[CH3:19].C(=O)([O-])[O-].[Cs+].[Cs+].CC1(C)C2C=CC=C(P(C3C=CC=CC=3)C3C=CC=CC=3)C=2OC2C1=CC=CC=2P(C1C=CC=CC=1)C1C=CC=CC=1. Product: [C:18]([N:21]1[CH2:22][CH2:23][N:24]([C:27]2[CH:28]=[CH:29][C:30]([NH:35][C:2]3[N:7]=[C:6]([C:8]4[N:12]5[CH:13]=[CH:14][CH:15]=[CH:16][C:11]5=[N:10][CH:9]=4)[C:5]([Cl:17])=[CH:4][N:3]=3)=[C:31]([CH:34]=2)[C:32]#[N:33])[CH2:25][CH2:26]1)(=[O:20])[CH3:19]. The catalyst class is: 333. (9) Reactant: [OH:1][CH2:2][CH2:3][CH2:4][CH2:5][CH2:6][N:7]1[CH2:12][CH2:11][N:10]([C:13]2[N:18]=[C:17]([C:19]3[CH:28]=[C:27]4[C:22]([C:23]([CH3:31])([CH3:30])[CH2:24][CH2:25][C:26]4=[O:29])=[CH:21][CH:20]=3)[CH:16]=[CH:15][CH:14]=2)[CH2:9][CH2:8]1.[BH4-].[Na+].O. Product: [OH:1][CH2:2][CH2:3][CH2:4][CH2:5][CH2:6][N:7]1[CH2:8][CH2:9][N:10]([C:13]2[N:18]=[C:17]([C:19]3[CH:28]=[C:27]4[C:22]([C:23]([CH3:31])([CH3:30])[CH2:24][CH2:25][CH:26]4[OH:29])=[CH:21][CH:20]=3)[CH:16]=[CH:15][CH:14]=2)[CH2:11][CH2:12]1. The catalyst class is: 36.